Task: Predict the reactants needed to synthesize the given product.. Dataset: Full USPTO retrosynthesis dataset with 1.9M reactions from patents (1976-2016) Given the product [Cl:39][CH2:38][CH2:37][CH2:36][O:12][C:11]1[CH:10]=[C:9]2[C:5]([C:6]([C:14]3[N:22]([S:23]([C:26]4[CH:27]=[CH:28][C:29]([CH3:32])=[CH:30][CH:31]=4)(=[O:25])=[O:24])[C:17]4=[N:18][CH:19]=[CH:20][CH:21]=[C:16]4[CH:15]=3)=[CH:7][N:8]2[CH3:13])=[CH:4][C:3]=1[O:2][CH3:1], predict the reactants needed to synthesize it. The reactants are: [CH3:1][O:2][C:3]1[CH:4]=[C:5]2[C:9](=[CH:10][C:11]=1[OH:12])[N:8]([CH3:13])[CH:7]=[C:6]2[C:14]1[N:22]([S:23]([C:26]2[CH:31]=[CH:30][C:29]([CH3:32])=[CH:28][CH:27]=2)(=[O:25])=[O:24])[C:17]2=[N:18][CH:19]=[CH:20][CH:21]=[C:16]2[CH:15]=1.[H-].[Na+].Br[CH2:36][CH2:37][CH2:38][Cl:39].